Dataset: Forward reaction prediction with 1.9M reactions from USPTO patents (1976-2016). Task: Predict the product of the given reaction. Given the reactants FC(F)(F)S(O[C:7]1[CH:20]=[C:19]2[C:10]([O:11][C:12]3[CH:13]=[CH:14][C:15]([C:26]4[CH:31]=[N:30][CH:29]=[CH:28][N:27]=4)=[CH:16][C:17]=3[C@:18]32[CH2:24][O:23][C:22]([NH2:25])=[N:21]3)=[C:9]([F:32])[CH:8]=1)(=O)=O.C1(C2C=CC=CC=2)C=CC=CC=1P(C(C)(C)C)C(C)(C)C.[CH3:56][C@H:57]1[O:62][C@@H:61]([CH3:63])[CH2:60][NH:59][CH2:58]1.[Li+].C[Si]([N-][Si](C)(C)C)(C)C, predict the reaction product. The product is: [CH3:56][C@@H:57]1[CH2:58][N:59]([C:7]2[CH:8]=[C:9]([F:32])[C:10]3[O:11][C:12]4[C:17](=[CH:16][C:15]([C:26]5[CH:31]=[N:30][CH:29]=[CH:28][N:27]=5)=[CH:14][CH:13]=4)[C@@:18]4([CH2:24][O:23][C:22]([NH2:25])=[N:21]4)[C:19]=3[CH:20]=2)[CH2:60][C@H:61]([CH3:63])[O:62]1.